From a dataset of TCR-epitope binding with 47,182 pairs between 192 epitopes and 23,139 TCRs. Binary Classification. Given a T-cell receptor sequence (or CDR3 region) and an epitope sequence, predict whether binding occurs between them. (1) The TCR CDR3 sequence is CAWKNLFPRTDTQYF. The epitope is VSFIEFVGW. Result: 0 (the TCR does not bind to the epitope). (2) The epitope is FQPTNGVGY. The TCR CDR3 sequence is CASSRGAVGTEAFF. Result: 0 (the TCR does not bind to the epitope). (3) The epitope is TLIGDCATV. The TCR CDR3 sequence is CASRISGTSYEQYF. Result: 1 (the TCR binds to the epitope). (4) The epitope is AVFDRKSDAK. The TCR CDR3 sequence is CSAHNEQFF. Result: 1 (the TCR binds to the epitope). (5) The epitope is RLFRKSNLK. The TCR CDR3 sequence is CATSGPSSYEQYF. Result: 0 (the TCR does not bind to the epitope). (6) The epitope is KLSYGIATV. The TCR CDR3 sequence is CSVDYTGIDGYTF. Result: 1 (the TCR binds to the epitope). (7) The epitope is TTLPVNVAF. The TCR CDR3 sequence is CASSLWGGSSYEQYF. Result: 0 (the TCR does not bind to the epitope). (8) Result: 0 (the TCR does not bind to the epitope). The epitope is RAKFKQLL. The TCR CDR3 sequence is CSATILAGVPYGEQYF. (9) The epitope is VVYRGTTTY. The TCR CDR3 sequence is CASGWSEAYGTQYF. Result: 1 (the TCR binds to the epitope). (10) The epitope is KPLEFGATSAAL. The TCR CDR3 sequence is CASSSLTGAYNEQFF. Result: 1 (the TCR binds to the epitope).